This data is from Full USPTO retrosynthesis dataset with 1.9M reactions from patents (1976-2016). The task is: Predict the reactants needed to synthesize the given product. (1) Given the product [Br:1][C:2]1[CH:7]=[CH:6][C:5]([Cl:8])=[CH:4][C:3]=1[CH2:9][C:10]1[N:20]=[N:21][NH:22][N:11]=1, predict the reactants needed to synthesize it. The reactants are: [Br:1][C:2]1[CH:7]=[CH:6][C:5]([Cl:8])=[CH:4][C:3]=1[CH2:9][C:10]#[N:11].Cl.C(N(CC)CC)C.[N-:20]=[N+:21]=[N-:22].[Na+].Cl. (2) Given the product [CH3:12][N:13]1[CH2:14][CH2:15][N:16]([C:19]2[CH:24]=[C:23]([C:25]3[CH:34]=[C:33]4[C:28]([CH2:29][CH2:30][N:31]([C:8](=[O:9])[CH2:7][C:1]5[CH:6]=[CH:5][CH:4]=[CH:3][CH:2]=5)[CH2:32]4)=[CH:27][CH:26]=3)[N:22]=[C:21]([NH2:35])[N:20]=2)[CH2:17][CH2:18]1, predict the reactants needed to synthesize it. The reactants are: [C:1]1([CH2:7][C:8](Cl)=[O:9])[CH:6]=[CH:5][CH:4]=[CH:3][CH:2]=1.Cl.[CH3:12][N:13]1[CH2:18][CH2:17][N:16]([C:19]2[CH:24]=[C:23]([C:25]3[CH:34]=[C:33]4[C:28]([CH2:29][CH2:30][NH:31][CH2:32]4)=[CH:27][CH:26]=3)[N:22]=[C:21]([NH2:35])[N:20]=2)[CH2:15][CH2:14]1.